From a dataset of Reaction yield outcomes from USPTO patents with 853,638 reactions. Predict the reaction yield, written as a fraction of the theoretical maximum amount of product (1.0 means a 100% yield; for example, 0.34 means a 34% yield). The yield is 0.900. The product is [CH3:10][CH:9]([CH3:11])[CH2:8][CH:7]([C:12]1[CH:17]=[C:16]([O:18][CH2:19][CH:20]2[CH2:22][CH2:21]2)[C:15]([C:23]2[CH:28]=[CH:27][C:26]([Cl:29])=[C:25]([Cl:30])[CH:24]=2)=[C:14]([Cl:31])[CH:13]=1)[C:6]([OH:32])=[O:5]. The reactants are C1(C[O:5][C:6](=[O:32])[CH:7]([C:12]2[CH:17]=[C:16]([O:18][CH2:19][CH:20]3[CH2:22][CH2:21]3)[C:15]([C:23]3[CH:28]=[CH:27][C:26]([Cl:29])=[C:25]([Cl:30])[CH:24]=3)=[C:14]([Cl:31])[CH:13]=2)[CH2:8][CH:9]([CH3:11])[CH3:10])CC1.[OH-].[K+]. The catalyst is CCO.O.